Dataset: Experimentally validated miRNA-target interactions with 360,000+ pairs, plus equal number of negative samples. Task: Binary Classification. Given a miRNA mature sequence and a target amino acid sequence, predict their likelihood of interaction. (1) The miRNA is hsa-miR-548a-3p with sequence CAAAACUGGCAAUUACUUUUGC. The protein sequence of the target gene is MGPGPPAAGAAPSPRPLSLVARLSYAVGHFLNDLCASMWFTYLLLYLHSVRAYSSRGAGLLLLLGQVADGLCTPLVGYEADRAASCCARYGPRKAWHLVGTVCVLLSFPFIFSPCLGCGAATPEWAALLYYGPFIVIFQFGWASTQISHLSLIPELVTNDHEKVELTALRYAFTVVANITVYGAAWLLLHLQGSSRVEPTQDISISDQLGGQDVPVFRNLSLLVVGVGAVFSLLFHLGTRERRRPHAEEPGEHTPLLAPATAQPLLLWKHWLREPAFYQVGILYMTTRLIVNLSQTYMAM.... Result: 0 (no interaction). (2) The miRNA is mmu-miR-29c-3p with sequence UAGCACCAUUUGAAAUCGGUUA. The protein sequence of the target gene is MAAAMPLGLPLRLLVLLLVGRGCCGCAEGPRDSLREELVITPLPSGDVAATFQFRTRWDSDLQREGVSHYRLFPKALGQLISKYSLRELHLSFTQGFWRTRYWGPPFLQAPSGAELWVWFQDTVTDVDKSWRELSNVLSGIFCASLNFIDATNTVTPTASFKPLGLANDTDDYFLRYAVLPREVVCTENLTPWKKLLPCSSKAGLSVLLKADRLFHTSYHSQAVHIRPICRNAHCTSISWELRQTLSVVFDAFITGQGKKDWSLFRMFSRTLTEACPLASQSLVYVDITGYSQDNETLEV.... Result: 1 (interaction).